This data is from Reaction yield outcomes from USPTO patents with 853,638 reactions. The task is: Predict the reaction yield, written as a fraction of the theoretical maximum amount of product (1.0 means a 100% yield; for example, 0.34 means a 34% yield). (1) The reactants are C[O:2][C:3]1[CH:4]=[C:5]2[C:10](=[CH:11][CH:12]=1)[CH:9]=[C:8]([C:13]1[CH:14]=[C:15]([NH2:19])[CH:16]=[CH:17][CH:18]=1)[CH:7]=[CH:6]2.B(Br)(Br)Br. No catalyst specified. The product is [NH2:19][C:15]1[CH:14]=[C:13]([C:8]2[CH:9]=[C:10]3[C:5](=[CH:6][CH:7]=2)[CH:4]=[C:3]([OH:2])[CH:12]=[CH:11]3)[CH:18]=[CH:17][CH:16]=1. The yield is 0.140. (2) The reactants are [N:1]([C:4]1[CH:13]=[CH:12][CH:11]=[CH:10][C:5]=1[C:6](OC)=[O:7])=[C:2]=[S:3].O.[NH2:15][NH2:16]. The catalyst is C1COCC1. The product is [NH2:15][N:16]1[C:6](=[O:7])[C:5]2[C:4](=[CH:13][CH:12]=[CH:11][CH:10]=2)[NH:1][C:2]1=[S:3]. The yield is 0.960. (3) The reactants are Br[C:2]1[CH:10]=[C:9]2[C:5]([C:6]([C:19]3[N:20]([CH2:36][O:37][CH2:38][CH2:39][Si:40]([CH3:43])([CH3:42])[CH3:41])[C:21]4[C:22]([N:35]=3)=[CH:23][C:24]3[C:25]([CH3:34])([CH3:33])[C:26](=[O:32])[N:27]([CH2:30][CH3:31])[C:28]=3[CH:29]=4)=[N:7][N:8]2[CH2:11][O:12][CH2:13][CH2:14][Si:15]([CH3:18])([CH3:17])[CH3:16])=[CH:4][CH:3]=1.[B:44]1([B:44]2[O:48][C:47]([CH3:50])([CH3:49])[C:46]([CH3:52])([CH3:51])[O:45]2)[O:48][C:47]([CH3:50])([CH3:49])[C:46]([CH3:52])([CH3:51])[O:45]1.C([O-])(=O)C.[K+]. The catalyst is CN(C=O)C.ClCCl.[Pd](Cl)Cl.C1(P(C2C=CC=CC=2)[C-]2C=CC=C2)C=CC=CC=1.[C-]1(P(C2C=CC=CC=2)C2C=CC=CC=2)C=CC=C1.[Fe+2]. The product is [CH2:30]([N:27]1[C:28]2[CH:29]=[C:21]3[N:20]([CH2:36][O:37][CH2:38][CH2:39][Si:40]([CH3:43])([CH3:42])[CH3:41])[C:19]([C:6]4[C:5]5[C:9](=[CH:10][C:2]([B:44]6[O:48][C:47]([CH3:50])([CH3:49])[C:46]([CH3:52])([CH3:51])[O:45]6)=[CH:3][CH:4]=5)[N:8]([CH2:11][O:12][CH2:13][CH2:14][Si:15]([CH3:17])([CH3:18])[CH3:16])[N:7]=4)=[N:35][C:22]3=[CH:23][C:24]=2[C:25]([CH3:33])([CH3:34])[C:26]1=[O:32])[CH3:31]. The yield is 0.970. (4) The reactants are [Al+3].[Cl-].[Cl-].[Cl-].[NH2:5][N:6]1[CH2:11][CH2:10][CH2:9][CH2:8][CH2:7]1.C[O:13][C:14]([C:16]1[C:20]([CH2:21][OH:22])=[C:19]([C:23]2[CH:28]=[CH:27][C:26]([OH:29])=[CH:25][CH:24]=2)[N:18]([C:30]2[CH:35]=[CH:34][C:33]([Cl:36])=[CH:32][C:31]=2[Cl:37])[N:17]=1)=O. The yield is 0.730. The product is [N:6]1([NH:5][C:14]([C:16]2[C:20]([CH2:21][OH:22])=[C:19]([C:23]3[CH:28]=[CH:27][C:26]([OH:29])=[CH:25][CH:24]=3)[N:18]([C:30]3[CH:35]=[CH:34][C:33]([Cl:36])=[CH:32][C:31]=3[Cl:37])[N:17]=2)=[O:13])[CH2:11][CH2:10][CH2:9][CH2:8][CH2:7]1. The catalyst is ClCCCl. (5) The reactants are O[CH2:2][CH:3]([CH:6]([CH3:14])[CH2:7][CH:8]([CH3:13])[CH2:9][CH:10]([CH3:12])[CH3:11])[C:4]#[N:5].N12CCCN=C1CCCCC2.FC(F)(F)C(OC(=O)C(F)(F)F)=O. The catalyst is C(Cl)Cl. The product is [CH2:2]=[C:3]([CH:6]([CH3:14])[CH2:7][CH:8]([CH3:13])[CH2:9][CH:10]([CH3:12])[CH3:11])[C:4]#[N:5]. The yield is 0.890. (6) The reactants are [CH3:1][O:2][C:3]1[C:12]([Cl:13])=[C:11]2[C:6]([C:7]([O:23][CH2:24][CH2:25][C@@H:26]3[NH:40][C:39](=[O:41])[N:38]([CH3:42])[CH2:37][CH2:36][CH2:35][CH2:34][CH:33]=[CH:32][C@H:31]4[C@@:29]([C:43]([O:45]CC)=[O:44])([CH2:30]4)[NH:28][C:27]3=[O:48])=[CH:8][C:9]([N:14]3[CH:18]=[CH:17][C:16]([C:19]([F:22])([F:21])[F:20])=[N:15]3)=[N:10]2)=[CH:5][CH:4]=1.C(C1N=C(C2C=C(OCC[C@@H]3NC(=O)N(C)CCCCC=C[C@H]4[C@@](C(O)=O)(C4)NC3=O)C3C(=C(C)C(OC)=CC=3)N=2)SC=1)(C)C. No catalyst specified. The product is [CH3:1][O:2][C:3]1[C:12]([Cl:13])=[C:11]2[C:6]([C:7]([O:23][CH2:24][CH2:25][C@@H:26]3[NH:40][C:39](=[O:41])[N:38]([CH3:42])[CH2:37][CH2:36][CH2:35][CH2:34][CH:33]=[CH:32][C@H:31]4[C@@:29]([C:43]([OH:45])=[O:44])([CH2:30]4)[NH:28][C:27]3=[O:48])=[CH:8][C:9]([N:14]3[CH:18]=[CH:17][C:16]([C:19]([F:21])([F:22])[F:20])=[N:15]3)=[N:10]2)=[CH:5][CH:4]=1. The yield is 0.920.